This data is from Forward reaction prediction with 1.9M reactions from USPTO patents (1976-2016). The task is: Predict the product of the given reaction. Given the reactants [Cl:1][C:2]1[CH:26]=[CH:25][C:5]([O:6][C:7]2[C:15]([C:16]3[C:17]([O:22][CH3:23])=[N:18][CH:19]=[CH:20][CH:21]=3)=[CH:14][C:10]([C:11](O)=[O:12])=[C:9]([F:24])[CH:8]=2)=[CH:4][CH:3]=1.F[P-](F)(F)(F)(F)F.N1(OC(N(C)C)=[N+](C)C)C2N=CC=CC=2N=N1.C(N(CC)C(C)C)(C)C.[CH3:60][S:61]([NH2:64])(=[O:63])=[O:62], predict the reaction product. The product is: [Cl:1][C:2]1[CH:26]=[CH:25][C:5]([O:6][C:7]2[C:15]([C:16]3[C:17]([O:22][CH3:23])=[N:18][CH:19]=[CH:20][CH:21]=3)=[CH:14][C:10]([C:11]([NH:64][S:61]([CH3:60])(=[O:63])=[O:62])=[O:12])=[C:9]([F:24])[CH:8]=2)=[CH:4][CH:3]=1.